This data is from Full USPTO retrosynthesis dataset with 1.9M reactions from patents (1976-2016). The task is: Predict the reactants needed to synthesize the given product. (1) The reactants are: [F:1][CH:2]([F:28])[C:3]1[CH:12]=[C:11]2[C:6]([C:7](=[O:19])[N:8]([NH:14][S:15]([CH3:18])(=[O:17])=[O:16])[C:9](=[O:13])[NH:10]2)=[CH:5][C:4]=1[C:20]1[N:21]([CH:25]([CH3:27])[CH3:26])[N:22]=[CH:23][CH:24]=1.[C:29](Cl)(=[O:31])[CH3:30]. Given the product [C:29]([N:14]([N:8]1[C:7](=[O:19])[C:6]2[C:11](=[CH:12][C:3]([CH:2]([F:1])[F:28])=[C:4]([C:20]3[N:21]([CH:25]([CH3:26])[CH3:27])[N:22]=[CH:23][CH:24]=3)[CH:5]=2)[NH:10][C:9]1=[O:13])[S:15]([CH3:18])(=[O:16])=[O:17])(=[O:31])[CH3:30], predict the reactants needed to synthesize it. (2) The reactants are: [CH:1]([NH:4][C:5](=[O:32])[NH:6][C:7]1[N:12]=[CH:11][C:10]([C:13]2[CH:14]=[N:15][CH:16]=[C:17]([C:19]([O:21][CH3:22])=O)[CH:18]=2)=[C:9]([C:23]2[S:24][CH:25]=[C:26]([C:28]([F:31])([F:30])[F:29])[N:27]=2)[CH:8]=1)([CH3:3])[CH3:2].C(O)C.[OH2:36].[NH2:37][NH2:38].C(N1C=CN=C1)(N1C=CN=C1)=O. Given the product [CH:1]([NH:4][C:5]([NH:6][C:7]1[N:12]=[CH:11][C:10]([C:13]2[CH:14]=[N:15][CH:16]=[C:17]([C:19]3[O:21][C:22](=[O:36])[NH:37][N:38]=3)[CH:18]=2)=[C:9]([C:23]2[S:24][CH:25]=[C:26]([C:28]([F:31])([F:30])[F:29])[N:27]=2)[CH:8]=1)=[O:32])([CH3:2])[CH3:3], predict the reactants needed to synthesize it. (3) The reactants are: [CH3:1][O:2][C:3](=[O:25])[C:4]([NH:14]C(OCC1C=CC=CC=1)=O)=[CH:5][C:6]1[CH:7]=[N:8][C:9]([O:12][CH3:13])=[CH:10][CH:11]=1.C(OCC)(=O)C. Given the product [CH3:1][O:2][C:3](=[O:25])[CH:4]([NH2:14])[CH2:5][C:6]1[CH:7]=[N:8][C:9]([O:12][CH3:13])=[CH:10][CH:11]=1, predict the reactants needed to synthesize it.